This data is from Full USPTO retrosynthesis dataset with 1.9M reactions from patents (1976-2016). The task is: Predict the reactants needed to synthesize the given product. (1) Given the product [Cl:9][C:10]1[C:11]2[S:18][C:17]([I:19])=[CH:16][C:12]=2[N:13]=[CH:14][N:15]=1, predict the reactants needed to synthesize it. The reactants are: [Li+].CC([N-]C(C)C)C.[Cl:9][C:10]1[C:11]2[S:18][CH:17]=[CH:16][C:12]=2[N:13]=[CH:14][N:15]=1.[I:19]I.O. (2) Given the product [NH2:13][C:12]1[C:4]([CH:1]2[CH2:2][CH2:3]2)=[C:5]([CH:9]=[CH:10][CH:11]=1)[C:6]([OH:8])=[O:7], predict the reactants needed to synthesize it. The reactants are: [CH:1]1([C:4]2[C:12]([N+:13]([O-])=O)=[CH:11][CH:10]=[CH:9][C:5]=2[C:6]([OH:8])=[O:7])[CH2:3][CH2:2]1.[H][H]. (3) Given the product [Cl:1][C:2]1[CH:7]=[CH:6][C:5]([S:8]([NH:11][C@H:12]2[CH2:17][CH2:16][C@H:15]([C:18]([N:20]3[CH2:25][CH2:24][NH:23][CH2:22][C@@H:21]3[C:33]3[CH:34]=[CH:35][CH:36]=[CH:37][CH:38]=3)=[O:19])[CH2:14][CH2:13]2)(=[O:9])=[O:10])=[CH:4][C:3]=1[NH:39][CH2:40][CH3:41], predict the reactants needed to synthesize it. The reactants are: [Cl:1][C:2]1[CH:7]=[CH:6][C:5]([S:8]([NH:11][C@H:12]2[CH2:17][CH2:16][C@H:15]([C:18]([N:20]3[CH2:25][CH2:24][N:23](C(OC(C)(C)C)=O)[CH2:22][C@@H:21]3[C:33]3[CH:38]=[CH:37][CH:36]=[CH:35][CH:34]=3)=[O:19])[CH2:14][CH2:13]2)(=[O:10])=[O:9])=[CH:4][C:3]=1[NH:39][CH2:40][CH3:41].C(O)(C(F)(F)F)=O.C(Cl)Cl.C(Cl)Cl.[OH-].[Na+]. (4) Given the product [CH3:14][O:15][C:16]1[CH:17]=[C:18]([CH:26]([NH:13][C:10]2[CH:11]=[CH:12][C:7]([C:4]3[N:3]=[C:2]([CH3:1])[O:6][N:5]=3)=[CH:8][CH:9]=2)[C:32]#[N:33])[CH:19]=[C:20]2[C:25]=1[O:24][CH2:23][CH2:22][CH2:21]2, predict the reactants needed to synthesize it. The reactants are: [CH3:1][C:2]1[O:6][N:5]=[C:4]([C:7]2[CH:12]=[CH:11][C:10]([NH2:13])=[CH:9][CH:8]=2)[N:3]=1.[CH3:14][O:15][C:16]1[CH:17]=[C:18]([CH:26]=O)[CH:19]=[C:20]2[C:25]=1[O:24][CH2:23][CH2:22][CH2:21]2.C[Si]([C:32]#[N:33])(C)C.C(S([O-])(=O)=O)(F)(F)F.C(S([O-])(=O)=O)(F)(F)F.C(S([O-])(=O)=O)(F)(F)F.[Yb+3].